This data is from Full USPTO retrosynthesis dataset with 1.9M reactions from patents (1976-2016). The task is: Predict the reactants needed to synthesize the given product. Given the product [CH2:43]([S:50][C:51](=[O:67])[CH2:52][C@@H:53]([NH:60][C:61](=[O:66])[CH2:62][CH2:63][CH:64]=[CH2:65])[C:54]([O:42][C@H:27]1[C@@H:28]([OH:41])[C@H:29]([N:31]2[CH:32]=[N:33][C:34]3[C:35]2=[N:36][CH:37]=[N:38][C:39]=3[NH2:40])[O:30][C@H:26]1[CH2:25][O:24][P:21]([O:20][C@H:2]1[CH2:1][C@H:5]([N:6]2[CH:7]=[CH:8][C:9]([NH2:13])=[N:10][C:11]2=[O:12])[O:4][C@@H:3]1[CH2:14][O:15][P:16]([OH:18])([OH:19])=[O:17])([OH:23])=[O:22])=[O:55])[C:44]1[CH:45]=[CH:46][CH:47]=[CH:48][CH:49]=1, predict the reactants needed to synthesize it. The reactants are: [CH2:1]1[C@H:5]([N:6]2[C:11](=[O:12])[N:10]=[C:9]([NH2:13])[CH:8]=[CH:7]2)[O:4][C@H:3]([CH2:14][O:15][P:16]([OH:19])([OH:18])=[O:17])[C@H:2]1[O:20][P:21]([O:24][CH2:25][C@H:26]1[O:30][C@@H:29]([N:31]2[C:35]3[N:36]=[CH:37][N:38]=[C:39]([NH2:40])[C:34]=3[N:33]=[CH:32]2)[C@H:28]([OH:41])[C@@H:27]1[OH:42])([OH:23])=[O:22].[CH2:43]([S:50][C:51](=[O:67])[CH2:52][C@H:53]([NH:60][C:61](=[O:66])[CH2:62][CH2:63][CH:64]=[CH2:65])[C:54](OCC#N)=[O:55])[C:44]1[CH:49]=[CH:48][CH:47]=[CH:46][CH:45]=1.FC(F)(F)C(O)=O.